From a dataset of Full USPTO retrosynthesis dataset with 1.9M reactions from patents (1976-2016). Predict the reactants needed to synthesize the given product. (1) Given the product [CH3:27][N:36]([CH3:35])[C:2]1[CH:7]=[C:6]([N+:8]([O-:10])=[O:9])[CH:5]=[CH:4][C:3]=1[N:11]1[CH2:16][CH2:15][N:14]([C:17]([C:19]2[CH:24]=[CH:23][CH:22]=[CH:21][CH:20]=2)=[O:18])[CH2:13][CH2:12]1, predict the reactants needed to synthesize it. The reactants are: N[C:2]1[CH:7]=[C:6]([N+:8]([O-:10])=[O:9])[CH:5]=[CH:4][C:3]=1[N:11]1[CH2:16][CH2:15][N:14]([C:17]([C:19]2[CH:24]=[CH:23][CH:22]=[CH:21][CH:20]=2)=[O:18])[CH2:13][CH2:12]1.C=O.[CH3:27]COCC.C=O.O.[C:35]([BH3-])#[N:36].[Na+]. (2) Given the product [CH:12]1([N:16]2[CH2:21][CH2:20][CH:19]([O:22][CH:23]3[CH2:28][CH2:27][N:26]([C:2]4[CH:7]=[CH:6][C:5]([C:8](=[O:11])[CH2:9][CH3:10])=[CH:4][CH:3]=4)[CH2:25][CH2:24]3)[CH2:18][CH2:17]2)[CH2:15][CH2:14][CH2:13]1, predict the reactants needed to synthesize it. The reactants are: F[C:2]1[CH:7]=[CH:6][C:5]([C:8](=[O:11])[CH2:9][CH3:10])=[CH:4][CH:3]=1.[CH:12]1([N:16]2[CH2:21][CH2:20][CH:19]([O:22][CH:23]3[CH2:28][CH2:27][NH:26][CH2:25][CH2:24]3)[CH2:18][CH2:17]2)[CH2:15][CH2:14][CH2:13]1.C(=O)([O-])[O-].[K+].[K+]. (3) Given the product [CH2:1]([O:3][C:4]1[CH:5]=[C:6]([C@H:12]([N:17]2[CH2:25][C:24]3[C:19](=[CH:20][CH:21]=[CH:22][CH:23]=3)[C:18]2=[O:26])[CH2:13][C:14]([NH:40][OH:41])=[O:15])[CH:7]=[CH:8][C:9]=1[O:10][CH3:11])[CH3:2], predict the reactants needed to synthesize it. The reactants are: [CH2:1]([O:3][C:4]1[CH:5]=[C:6]([C@H:12]([N:17]2[CH2:25][C:24]3[C:19](=[CH:20][CH:21]=[CH:22][CH:23]=3)[C:18]2=[O:26])[CH2:13][C:14](O)=[O:15])[CH:7]=[CH:8][C:9]=1[O:10][CH3:11])[CH3:2].C(N1C=CN=C1)(N1C=CN=C1)=O.Cl.[NH2:40][OH:41]. (4) The reactants are: [C:1]1([C:30]2[CH:35]=[CH:34][CH:33]=[CH:32][CH:31]=2)[CH:6]=[CH:5][C:4]([CH2:7][N:8]2[C:16](=[O:17])[C:15]([C:18]([NH:20][CH2:21][C:22]([O:24]C(C)(C)C)=[O:23])=[O:19])=[C:14]([OH:29])[CH2:13][C:9]32[CH2:12][O:11][CH2:10]3)=[CH:3][CH:2]=1.FC(F)(F)C(O)=O. Given the product [C:1]1([C:30]2[CH:31]=[CH:32][CH:33]=[CH:34][CH:35]=2)[CH:2]=[CH:3][C:4]([CH2:7][N:8]2[C:16](=[O:17])[C:15]([C:18]([NH:20][CH2:21][C:22]([OH:24])=[O:23])=[O:19])=[C:14]([OH:29])[CH2:13][C:9]32[CH2:10][O:11][CH2:12]3)=[CH:5][CH:6]=1, predict the reactants needed to synthesize it. (5) Given the product [I:20][C:17]1[CH:18]=[CH:19][C:14]([N:10]2[CH2:11][CH2:12][CH:13]=[C:8]([N:1]3[CH2:6][CH2:5][O:4][CH2:3][CH2:2]3)[C:9]2=[O:21])=[CH:15][CH:16]=1, predict the reactants needed to synthesize it. The reactants are: [NH:1]1[CH2:6][CH2:5][O:4][CH2:3][CH2:2]1.Cl[C:8]1[C:9](=[O:21])[N:10]([C:14]2[CH:19]=[CH:18][C:17]([I:20])=[CH:16][CH:15]=2)[CH2:11][CH2:12][CH:13]=1.C1(C)C=CC=CC=1.C(OC)(C)(C)C. (6) The reactants are: O1[CH:5]=[CH:4][C:3]([C:6]2[C:7]([O:28][CH3:29])=[C:8]([C:14]([CH2:17][S:18]([C:21]3[CH:26]=[CH:25][CH:24]=[CH:23][C:22]=3C)(=[O:20])=[O:19])=[CH:15][CH:16]=2)[C:9]([O:11][CH2:12]C)=[O:10])=[CH:2]1.C1([S:36](CC2C(C(OC)=O)=C(OC)C(Br)=CC=2)(=O)=O)C=CC=CC=1.S1C=CC(B(O)O)=C1. Given the product [C:21]1([S:18]([CH2:17][C:14]2[C:8]([C:9]([O:11][CH3:12])=[O:10])=[C:7]([O:28][CH3:29])[C:6]([C:3]3[CH:4]=[CH:5][S:36][CH:2]=3)=[CH:16][CH:15]=2)(=[O:20])=[O:19])[CH:22]=[CH:23][CH:24]=[CH:25][CH:26]=1, predict the reactants needed to synthesize it.